From a dataset of Full USPTO retrosynthesis dataset with 1.9M reactions from patents (1976-2016). Predict the reactants needed to synthesize the given product. (1) Given the product [OH:1][CH2:2][C@H:3]1[CH2:4][CH2:5][C@H:6]([C:9]([OH:11])=[O:10])[CH2:7][CH2:8]1, predict the reactants needed to synthesize it. The reactants are: [OH:1][CH2:2][C@H:3]1[CH2:8][CH2:7][C@H:6]([C:9]([O:11]C)=[O:10])[CH2:5][CH2:4]1. (2) Given the product [C:11]([N:10]=[C:13]([NH2:14])[NH:8][C:7]1[C:2]([CH3:1])=[N:3][CH:4]=[CH:5][CH:6]=1)#[N:12], predict the reactants needed to synthesize it. The reactants are: [CH3:1][C:2]1[C:7]([NH2:8])=[CH:6][CH:5]=[CH:4][N:3]=1.Cl.[N-:10]([C:13]#[N:14])[C:11]#[N:12].[Na+]. (3) Given the product [Br:8][C:4]1[N:3]=[C:2]([C:17]2[CH:24]=[CH:23][CH:22]=[CH:21][C:18]=2[C:19]#[N:20])[CH:7]=[CH:6][CH:5]=1, predict the reactants needed to synthesize it. The reactants are: Br[C:2]1[CH:7]=[CH:6][CH:5]=[C:4]([Br:8])[N:3]=1.CC1(C)C(C)(C)OB([C:17]2[CH:24]=[CH:23][CH:22]=[CH:21][C:18]=2[C:19]#[N:20])O1.P([O-])([O-])([O-])=O.[K+].[K+].[K+]. (4) Given the product [CH:52]1([O:51][C:50]([NH:1][C@@H:2]2[C:16](=[O:17])[N:15]3[CH2:18][C@H:19]([O:21][C:22]4[C:23]5[CH:36]=[CH:35][S:34][C:24]=5[N:25]=[C:26]([C:28]5[CH:33]=[CH:32][CH:31]=[CH:30][N:29]=5)[N:27]=4)[CH2:20][C@H:14]3[C:13](=[O:37])[NH:12][C@:11]3([C:39]([O:41][CH3:42])=[O:40])[CH2:38][C@H:10]3[CH:9]=[CH:8][CH2:7][CH2:6][CH2:5][CH2:4][CH2:3]2)=[O:57])[CH2:56][CH2:55][CH2:54][CH2:53]1, predict the reactants needed to synthesize it. The reactants are: [NH2:1][C@@H:2]1[C:16](=[O:17])[N:15]2[CH2:18][C@H:19]([O:21][C:22]3[C:23]4[CH:36]=[CH:35][S:34][C:24]=4[N:25]=[C:26]([C:28]4[CH:33]=[CH:32][CH:31]=[CH:30][N:29]=4)[N:27]=3)[CH2:20][C@H:14]2[C:13](=[O:37])[NH:12][C@:11]2([C:39]([O:41][CH3:42])=[O:40])[CH2:38][C@H:10]2[CH:9]=[CH:8][CH2:7][CH2:6][CH2:5][CH2:4][CH2:3]1.C(N(CC)CC)C.[C:50](=O)([O:57]C1C=CC([N+]([O-])=O)=CC=1)[O:51][CH:52]1[CH2:56][CH2:55][CH2:54][CH2:53]1.C(=O)(O)[O-].[Na+]. (5) Given the product [Br:13][CH2:14][CH2:15][CH2:16][CH2:17][C:18]([NH:5][CH2:4][CH2:3][C:2]#[N:1])=[O:19], predict the reactants needed to synthesize it. The reactants are: [NH2:1][CH2:2][CH2:3][C:4]#[N:5].C(N(CC)CC)C.[Br:13][CH2:14][CH2:15][CH2:16][CH2:17][C:18](Cl)=[O:19].C(OCC)C. (6) Given the product [CH:28]1([C:27]2[C:26]3[CH:25]=[CH:24][C:23]([C:34]([NH:51][S:48]([N:47]([CH2:46][CH:45]([O:44][CH3:43])[O:53][CH3:54])[CH3:52])(=[O:50])=[O:49])=[O:36])=[CH:22][C:21]=3[N:19]3[C:18]=2[C:17]2[CH:37]=[CH:38][CH:39]=[CH:40][C:16]=2[N:15]([CH3:41])[CH:14]([CH2:13][N:11]([CH3:12])[CH2:10][CH2:9][N:8]([CH3:42])[C:6](=[O:7])[O:5][C:1]([CH3:4])([CH3:2])[CH3:3])[CH2:20]3)[CH2:29][CH2:30][CH2:31][CH2:32][CH2:33]1, predict the reactants needed to synthesize it. The reactants are: [C:1]([O:5][C:6]([N:8]([CH3:42])[CH2:9][CH2:10][N:11]([CH2:13][CH:14]1[CH2:20][N:19]2[C:21]3[CH:22]=[C:23]([C:34]([OH:36])=O)[CH:24]=[CH:25][C:26]=3[C:27]([CH:28]3[CH2:33][CH2:32][CH2:31][CH2:30][CH2:29]3)=[C:18]2[C:17]2[CH:37]=[CH:38][CH:39]=[CH:40][C:16]=2[N:15]1[CH3:41])[CH3:12])=[O:7])([CH3:4])([CH3:3])[CH3:2].[CH3:43][O:44][CH:45]([O:53][CH3:54])[CH2:46][N:47]([CH3:52])[S:48]([NH2:51])(=[O:50])=[O:49].C(Cl)CCl. (7) Given the product [C:13]([C:14]1[N:16]=[C:7]([OH:9])[CH:6]=[C:5]([CH:1]2[CH2:2][CH2:3][CH2:4]2)[N:15]=1)([CH3:18])([CH3:17])[CH3:12], predict the reactants needed to synthesize it. The reactants are: [CH:1]1([C:5](=O)[CH2:6][C:7]([O:9]C)=O)[CH2:4][CH2:3][CH2:2]1.[CH3:12][C:13]([CH3:18])([CH3:17])[C:14]([NH2:16])=[NH:15].C[O-].[Na+].